Dataset: Full USPTO retrosynthesis dataset with 1.9M reactions from patents (1976-2016). Task: Predict the reactants needed to synthesize the given product. (1) The reactants are: C(OC([N:8]1[CH2:13][CH2:12][CH:11]([CH2:14][CH2:15][CH2:16][C:17]2[CH:18]=[N:19][C:20]3[C:25]([CH:26]=2)=[CH:24][CH:23]=[CH:22][CH:21]=3)[CH2:10][CH2:9]1)=O)(C)(C)C.[ClH:27]. Given the product [ClH:27].[ClH:27].[N:19]1[C:20]2[C:25](=[CH:24][CH:23]=[CH:22][CH:21]=2)[CH:26]=[C:17]([CH2:16][CH2:15][CH2:14][CH:11]2[CH2:12][CH2:13][NH:8][CH2:9][CH2:10]2)[CH:18]=1, predict the reactants needed to synthesize it. (2) Given the product [C:24]([C:23]1[C:22]([N:1]2[CH2:4][CH:3]([NH:5][C:6]([C:8]3[CH:13]=[N:12][C:11]([C:14]4[CH:19]=[CH:18][CH:17]=[C:16]([F:20])[CH:15]=4)=[N:10][CH:9]=3)=[O:7])[CH2:2]2)=[N:29][C:28]([CH3:30])=[CH:27][C:26]=1[CH3:31])#[N:25], predict the reactants needed to synthesize it. The reactants are: [NH:1]1[CH2:4][CH:3]([NH:5][C:6]([C:8]2[CH:9]=[N:10][C:11]([C:14]3[CH:19]=[CH:18][CH:17]=[C:16]([F:20])[CH:15]=3)=[N:12][CH:13]=2)=[O:7])[CH2:2]1.Cl[C:22]1[N:29]=[C:28]([CH3:30])[CH:27]=[C:26]([CH3:31])[C:23]=1[C:24]#[N:25].C(O)CCC.O. (3) Given the product [CH3:24][O:25][C:26]1[CH:27]=[CH:28][C:29](/[C:32](=[N:21]/[O:20][CH2:19][C:18]2[CH:17]=[CH:16][C:15]([O:14][CH2:13][C:3]3[N:4]=[C:5]([C:7]4[CH:8]=[CH:9][CH:10]=[CH:11][CH:12]=4)[O:6][C:2]=3[CH3:1])=[CH:23][CH:22]=2)/[CH2:33][CH2:34][CH2:35][CH2:36][CH2:37][CH2:38][C:39]([O:41][CH3:42])=[O:40])=[CH:30][CH:31]=1, predict the reactants needed to synthesize it. The reactants are: [CH3:1][C:2]1[O:6][C:5]([C:7]2[CH:12]=[CH:11][CH:10]=[CH:9][CH:8]=2)=[N:4][C:3]=1[CH2:13][O:14][C:15]1[CH:23]=[CH:22][C:18]([CH2:19][O:20][NH2:21])=[CH:17][CH:16]=1.[CH3:24][O:25][C:26]1[CH:31]=[CH:30][C:29]([C:32](=O)[CH2:33][CH2:34][CH2:35][CH2:36][CH2:37][CH2:38][C:39]([O:41][CH3:42])=[O:40])=[CH:28][CH:27]=1.C(O)(=O)C.C([O-])(=O)C.[Na+].